Dataset: Catalyst prediction with 721,799 reactions and 888 catalyst types from USPTO. Task: Predict which catalyst facilitates the given reaction. Reactant: [I:1][C:2]1[CH:3]=[C:4]([CH:6]=[CH:7][C:8]=1[CH3:9])[NH2:5].[F:10][C:11]([F:22])([F:21])[C:12]1[CH:13]=[C:14]([CH:18]=[CH:19][CH:20]=1)[C:15](O)=[O:16].C1C=CC2N(O)N=NC=2C=1.CCN=C=NCCCN(C)C.Cl. Product: [I:1][C:2]1[CH:3]=[C:4]([NH:5][C:15](=[O:16])[C:14]2[CH:18]=[CH:19][CH:20]=[C:12]([C:11]([F:10])([F:21])[F:22])[CH:13]=2)[CH:6]=[CH:7][C:8]=1[CH3:9]. The catalyst class is: 20.